From a dataset of Full USPTO retrosynthesis dataset with 1.9M reactions from patents (1976-2016). Predict the reactants needed to synthesize the given product. The reactants are: [CH2:1]([O:3][C:4](=[O:22])[CH2:5][CH2:6][N:7]([C:14](=[O:21])[CH2:15][CH2:16][CH2:17][CH2:18][CH2:19][NH2:20])[CH2:8][C:9]([O:11][CH2:12][CH3:13])=[O:10])[CH3:2].C(N(C(C)C)CC)(C)C.[CH3:32][C@@H:33]([C@@H:40]1[C@@:44]2([CH3:62])[CH2:45][CH2:46][CH:47]3[C@@:52]4([CH3:61])[CH2:53][CH2:54][CH:55]([O:57][C:58](Cl)=[O:59])[CH2:56][C:51]4=[CH:50][CH2:49][CH:48]3[CH:43]2[CH2:42][CH2:41]1)[CH2:34][CH2:35][CH2:36][CH:37]([CH3:39])[CH3:38].Cl. Given the product [CH2:1]([O:3][C:4](=[O:22])[CH2:5][CH2:6][N:7]([C:14](=[O:21])[CH2:15][CH2:16][CH2:17][CH2:18][CH2:19][NH:20][C:58]([O:57][CH:55]1[CH2:56][C:51]2[C:52]([CH3:61])([CH:47]3[CH:48]([CH2:49][CH:50]=2)[CH:43]2[C:44]([CH3:62])([CH:40]([CH:33]([CH3:32])[CH2:34][CH2:35][CH2:36][CH:37]([CH3:38])[CH3:39])[CH2:41][CH2:42]2)[CH2:45][CH2:46]3)[CH2:53][CH2:54]1)=[O:59])[CH2:8][C:9]([O:11][CH2:12][CH3:13])=[O:10])[CH3:2], predict the reactants needed to synthesize it.